Dataset: Full USPTO retrosynthesis dataset with 1.9M reactions from patents (1976-2016). Task: Predict the reactants needed to synthesize the given product. (1) Given the product [CH3:31][O:30][C:14]1[CH:15]=[C:16]([S:19]([C:22]2[CH:27]=[CH:26][CH:25]=[CH:24][C:23]=2[C:28]#[N:29])(=[O:21])=[O:20])[CH:17]=[CH:18][C:13]=1[CH:10]1[CH2:11][CH2:12][NH:8][CH2:9]1, predict the reactants needed to synthesize it. The reactants are: C(OC([N:8]1[CH2:12][CH2:11][CH:10]([C:13]2[CH:18]=[CH:17][C:16]([S:19]([C:22]3[CH:27]=[CH:26][CH:25]=[CH:24][C:23]=3[C:28]#[N:29])(=[O:21])=[O:20])=[CH:15][C:14]=2[O:30][CH3:31])[CH2:9]1)=O)(C)(C)C.Cl. (2) Given the product [F:23][C:14]([F:22])([C:15]1[CH:16]=[CH:17][C:18]([F:21])=[CH:19][CH:20]=1)[C:11]1([C:24]#[N:25])[CH2:10][CH2:9][NH:8][CH2:13][CH2:12]1, predict the reactants needed to synthesize it. The reactants are: C(OC([N:8]1[CH2:13][CH2:12][C:11]([C:24]#[N:25])([C:14]([F:23])([F:22])[C:15]2[CH:20]=[CH:19][C:18]([F:21])=[CH:17][CH:16]=2)[CH2:10][CH2:9]1)=O)(C)(C)C.FC(F)(F)C(O)=O.